From a dataset of Full USPTO retrosynthesis dataset with 1.9M reactions from patents (1976-2016). Predict the reactants needed to synthesize the given product. Given the product [N+:1]([C:4]1[CH:9]=[CH:8][CH:7]=[CH:6][C:5]=1[CH2:10][C:18](=[O:25])[CH2:19][CH2:20][C:21]([O:23][CH3:24])=[O:22])([O-:3])=[O:2], predict the reactants needed to synthesize it. The reactants are: [N+:1]([C:4]1[CH:9]=[CH:8][CH:7]=[CH:6][C:5]=1[CH:10]([C:18](=[O:25])[CH2:19][CH2:20][C:21]([O:23][CH3:24])=[O:22])C(OC(C)(C)C)=O)([O-:3])=[O:2].FC(F)(F)C(O)=O.C([SiH](CC)CC)C.